This data is from Forward reaction prediction with 1.9M reactions from USPTO patents (1976-2016). The task is: Predict the product of the given reaction. (1) Given the reactants [OH:1][CH2:2][CH2:3][O:4][CH2:5][CH2:6][O:7][CH2:8][CH2:9][O:10][CH2:11][CH2:12][CH2:13][CH2:14][CH2:15][CH2:16][CH2:17][CH2:18][CH2:19][CH2:20][CH2:21][C:22]([NH:24][CH2:25][CH2:26][S:27][S:27][CH2:26][CH2:25][NH:24][C:22](=[O:23])[CH2:21][CH2:20][CH2:19][CH2:18][CH2:17][CH2:16][CH2:15][CH2:14][CH2:13][CH2:12][CH2:11][O:10][CH2:9][CH2:8][O:7][CH2:6][CH2:5][O:4][CH2:3][CH2:2][OH:1])=[O:23].Cl.C(CCP(CCC(O)=O)CCC(O)=O)(O)=O, predict the reaction product. The product is: [SH:27][CH2:26][CH2:25][NH:24][C:22](=[O:23])[CH2:21][CH2:20][CH2:19][CH2:18][CH2:17][CH2:16][CH2:15][CH2:14][CH2:13][CH2:12][CH2:11][O:10][CH2:9][CH2:8][O:7][CH2:6][CH2:5][O:4][CH2:3][CH2:2][OH:1]. (2) Given the reactants [Cl:1][C:2]1[N:3]=[CH:4][N:5]([C:12]2[C:17]([F:18])=[CH:16][CH:15]=[CH:14][C:13]=2[F:19])[C:6]=1[C:7](OCC)=[O:8].[H-].[Al+3].[Li+].[H-].[H-].[H-].O.[OH-].[Na+], predict the reaction product. The product is: [Cl:1][C:2]1[N:3]=[CH:4][N:5]([C:12]2[C:17]([F:18])=[CH:16][CH:15]=[CH:14][C:13]=2[F:19])[C:6]=1[CH2:7][OH:8]. (3) Given the reactants [CH2:1]([O:3][C:4]([C:6]1[S:7][C:8]([NH2:20])=[C:9]([C:18]#[N:19])[C:10]=1[C:11]1[CH:16]=[CH:15][C:14](I)=[CH:13][CH:12]=1)=[O:5])[CH3:2].[CH3:21][S:22][C:23]1[CH:28]=[CH:27][CH:26]=[CH:25][C:24]=1B(O)O.C(=O)([O-])[O-].[Na+].[Na+], predict the reaction product. The product is: [CH2:1]([O:3][C:4]([C:6]1[S:7][C:8]([NH2:20])=[C:9]([C:18]#[N:19])[C:10]=1[C:11]1[CH:16]=[CH:15][C:14]([C:24]2[CH:25]=[CH:26][CH:27]=[CH:28][C:23]=2[S:22][CH3:21])=[CH:13][CH:12]=1)=[O:5])[CH3:2]. (4) Given the reactants [C:1](=[O:13])([O:6][CH:7]1[CH2:12][O:11][CH2:10][O:9][CH2:8]1)[O:2][CH:3](Cl)[CH3:4].[I-:14].[Na+], predict the reaction product. The product is: [C:1](=[O:13])([O:2][CH:3]([I:14])[CH3:4])[O:6][CH:7]1[CH2:12][O:11][CH2:10][O:9][CH2:8]1.